From a dataset of Reaction yield outcomes from USPTO patents with 853,638 reactions. Predict the reaction yield, written as a fraction of the theoretical maximum amount of product (1.0 means a 100% yield; for example, 0.34 means a 34% yield). (1) The reactants are CS([O:5][C@H:6]1[CH2:11][CH2:10][C@H:9]([C:12]([F:15])([F:14])[F:13])[CH2:8][CH2:7]1)(=O)=O.O[C:17]1[CH:18]=[C:19]2[C:24](=[CH:25][CH:26]=1)[CH:23]=[C:22]([C:27](=[O:29])[CH3:28])[CH:21]=[CH:20]2.C([O-])([O-])=O.[Cs+].[Cs+]. The catalyst is CC(O)(C)C.O. The product is [F:13][C:12]([F:15])([F:14])[C@@H:9]1[CH2:10][CH2:11][C@H:6]([O:5][C:17]2[CH:18]=[C:19]3[C:24](=[CH:25][CH:26]=2)[CH:23]=[C:22]([C:27](=[O:29])[CH3:28])[CH:21]=[CH:20]3)[CH2:7][CH2:8]1. The yield is 0.550. (2) The reactants are [NH:1]([CH2:5][CH2:6][OH:7])[CH2:2][CH2:3][OH:4].[Cl:8][C:9]1[S:13][C:12]([S:14](Cl)(=[O:16])=[O:15])=[CH:11][CH:10]=1.C(N(CC)CC)C. The catalyst is C1COCC1. The product is [OH:4][CH2:3][CH2:2][N:1]([CH2:5][CH2:6][OH:7])[S:14]([C:12]1[S:13][C:9]([Cl:8])=[CH:10][CH:11]=1)(=[O:16])=[O:15]. The yield is 0.880. (3) The reactants are [O:1]1[CH2:6][CH2:5][N:4]([CH2:7][C:8]2[CH:43]=[CH:42][C:11]([CH:12]=[CH:13][C:14]3[C:22]4[C:17](=[CH:18][C:19](/[CH:23]=[C:24]5/[C:25](=[O:33])[NH:26][C:27]6[C:32]/5=[CH:31][CH:30]=[CH:29][CH:28]=6)=[CH:20][CH:21]=4)[N:16](COCC[Si](C)(C)C)[N:15]=3)=[CH:10][CH:9]=2)[CH2:3][CH2:2]1.B(F)(F)F.CCOCC.Cl. The product is [O:1]1[CH2:2][CH2:3][N:4]([CH2:7][C:8]2[CH:43]=[CH:42][C:11]([CH:12]=[CH:13][C:14]3[C:22]4[C:17](=[CH:18][C:19](/[CH:23]=[C:24]5/[C:25](=[O:33])[NH:26][C:27]6[C:32]/5=[CH:31][CH:30]=[CH:29][CH:28]=6)=[CH:20][CH:21]=4)[NH:16][N:15]=3)=[CH:10][CH:9]=2)[CH2:5][CH2:6]1. The yield is 0.420. No catalyst specified. (4) The reactants are Cl[C:2]1[N:11]=[C:10]([NH:12][CH2:13][C:14]2[CH:19]=[CH:18][C:17]([NH:20][C:21]([CH:23]3[CH2:28][CH2:27][N:26]([CH2:29][C:30]4[CH:35]=[CH:34][C:33]([F:36])=[CH:32][CH:31]=4)[CH2:25][CH2:24]3)=[O:22])=[CH:16][CH:15]=2)[C:9]2[C:4](=[CH:5][CH:6]=[C:7]([C:37]([F:40])([F:39])[F:38])[CH:8]=2)[N:3]=1.[CH2:41]([NH:43][CH2:44][CH3:45])[CH3:42]. No catalyst specified. The product is [CH2:41]([N:43]([CH2:44][CH3:45])[C:2]1[N:11]=[C:10]([NH:12][CH2:13][C:14]2[CH:19]=[CH:18][C:17]([NH:20][C:21]([CH:23]3[CH2:28][CH2:27][N:26]([CH2:29][C:30]4[CH:31]=[CH:32][C:33]([F:36])=[CH:34][CH:35]=4)[CH2:25][CH2:24]3)=[O:22])=[CH:16][CH:15]=2)[C:9]2[C:4](=[CH:5][CH:6]=[C:7]([C:37]([F:39])([F:40])[F:38])[CH:8]=2)[N:3]=1)[CH3:42]. The yield is 0.700. (5) The reactants are [N+:1]([C:4]1[CH:5]=[CH:6][C:7]2[O:12][C@:11]([CH3:18])([CH:13]([O:16][CH3:17])[O:14][CH3:15])[C@@H:10]3[O:19][C@@H:9]3[C:8]=2[CH:20]=1)([O-:3])=[O:2].[CH3:21][C:22]1[CH:27]=[C:26]([Cl:28])[CH:25]=[CH:24][C:23]=1[NH:29][CH2:30][C:31]1[N:32]=[N:33][N:34]([CH3:36])[N:35]=1. No catalyst specified. The product is [N+:1]([C:4]1[CH:5]=[CH:6][C:7]2[O:12][C@:11]([CH3:18])([CH:13]([O:16][CH3:17])[O:14][CH3:15])[C@H:10]([OH:19])[C@@H:9]([N:29]([C:23]3[CH:24]=[CH:25][C:26]([Cl:28])=[CH:27][C:22]=3[CH3:21])[CH2:30][C:31]3[N:32]=[N:33][N:34]([CH3:36])[N:35]=3)[C:8]=2[CH:20]=1)([O-:3])=[O:2]. The yield is 0.280. (6) The yield is 0.510. The catalyst is CC(C)=O. The reactants are [C:1]([NH:4][C:5](=[NH:7])[SH:6])(=[O:3])[CH3:2].[Cl:8][CH2:9][C:10](=O)[CH2:11]Cl.N1C=CC=CC=1. The product is [Cl:8][CH2:9][C:10]1[N:7]=[C:5]([NH:4][C:1](=[O:3])[CH3:2])[S:6][CH:11]=1. (7) The reactants are [C:1]([S:3]([C:6]1[CH:7]=[C:8]2[C:13](=[CH:14][C:15]=1[CH3:16])[C:12]([CH3:18])([CH3:17])[CH2:11][CH2:10][C:9]2([CH3:20])[CH3:19])(=[O:5])=[O:4])#[CH:2].[C:21]([O:26][CH2:27][CH3:28])(=[O:25])[C:22]#[C:23][CH3:24]. The catalyst is C1(C)C=CC=CC=1.CC([O-])=O.CC([O-])=O.[Pd+2]. The product is [CH3:24][C:23]([C:2]#[C:1][S:3]([C:6]1[C:15]([CH3:16])=[CH:14][C:13]2[C:12]([CH3:18])([CH3:17])[CH2:11][CH2:10][C:9]([CH3:20])([CH3:19])[C:8]=2[CH:7]=1)(=[O:5])=[O:4])=[CH:22][C:21]([O:26][CH2:27][CH3:28])=[O:25]. The yield is 0.270. (8) The reactants are [Li+].[OH-].[N:3]1[CH:8]=[CH:7][CH:6]=[CH:5][C:4]=1[NH:9][CH2:10][CH2:11][CH2:12][O:13][C:14]1[CH:35]=[CH:34][C:17]2[CH2:18][CH:19]([CH2:29][C:30]([O:32]C)=[O:31])[C:20](=[O:28])[N:21]([CH2:23][C:24]([F:27])([F:26])[F:25])[CH2:22][C:16]=2[CH:15]=1. The catalyst is C1COCC1.O. The product is [O:28]=[C:20]1[CH:19]([CH2:29][C:30]([OH:32])=[O:31])[CH2:18][C:17]2[CH:34]=[CH:35][C:14]([O:13][CH2:12][CH2:11][CH2:10][NH:9][C:4]3[CH:5]=[CH:6][CH:7]=[CH:8][N:3]=3)=[CH:15][C:16]=2[CH2:22][N:21]1[CH2:23][C:24]([F:27])([F:25])[F:26]. The yield is 0.830. (9) The reactants are C([N:8]1[CH2:14][C:13]2[N:15]=[CH:16][C:17]([N:19]([CH3:24])[CH:20]([CH3:23])[CH2:21][CH3:22])=[N:18][C:12]=2[O:11][C@@H:10]([CH2:25][O:26][CH3:27])[CH2:9]1)C1C=CC=CC=1.C(OCC)(=O)C.[ClH:34]. The catalyst is CO.[OH-].[OH-].[Pd+2]. The product is [ClH:34].[CH3:27][O:26][CH2:25][C@H:10]1[CH2:9][NH:8][CH2:14][C:13]2[N:15]=[CH:16][C:17]([N:19]([CH3:24])[CH:20]([CH3:23])[CH2:21][CH3:22])=[N:18][C:12]=2[O:11]1. The yield is 0.550. (10) The reactants are [OH:1][C:2]1[CH:7]=[CH:6][C:5]([NH:8][C:9]2[C:10]3[CH2:18][CH2:17][N:16]([C:19]4[CH:26]=[CH:25][C:22]([C:23]#[N:24])=[C:21]([C:27]([F:30])([F:29])[F:28])[CH:20]=4)[CH2:15][C:11]=3[N:12]=[CH:13][N:14]=2)=[CH:4][CH:3]=1.[CH3:31][N:32]1[C:36]([CH2:37][CH2:38]O)=[CH:35][CH:34]=[N:33]1. The catalyst is C1(C)C=CC=CC=1.O1CCCC1. The product is [CH3:31][N:32]1[C:36]([CH2:37][CH2:38][O:1][C:2]2[CH:3]=[CH:4][C:5]([NH:8][C:9]3[C:10]4[CH2:18][CH2:17][N:16]([C:19]5[CH:26]=[CH:25][C:22]([C:23]#[N:24])=[C:21]([C:27]([F:30])([F:29])[F:28])[CH:20]=5)[CH2:15][C:11]=4[N:12]=[CH:13][N:14]=3)=[CH:6][CH:7]=2)=[CH:35][CH:34]=[N:33]1. The yield is 0.710.